Dataset: Full USPTO retrosynthesis dataset with 1.9M reactions from patents (1976-2016). Task: Predict the reactants needed to synthesize the given product. The reactants are: [CH3:1][C:2]1[CH:3]=[C:4]([CH3:24])[C:5]2[C:6]([C:10]=1[N:11]1[C:15]3[N:16]=[C:17]([CH3:21])[NH:18][C:19](=O)[C:14]=3[C:13]([CH3:22])=[C:12]1[CH3:23])=[N:7][S:8][N:9]=2.P(Cl)(Cl)([Cl:27])=O. Given the product [Cl:27][C:19]1[C:14]2[C:13]([CH3:22])=[C:12]([CH3:23])[N:11]([C:10]3[C:6]4=[N:7][S:8][N:9]=[C:5]4[C:4]([CH3:24])=[CH:3][C:2]=3[CH3:1])[C:15]=2[N:16]=[C:17]([CH3:21])[N:18]=1, predict the reactants needed to synthesize it.